Dataset: Forward reaction prediction with 1.9M reactions from USPTO patents (1976-2016). Task: Predict the product of the given reaction. Given the reactants [CH3:1][C:2]1[CH:3]=[C:4]([C:9]2[CH:10]=[CH:11][C:12]([NH2:16])=[C:13]([CH3:15])[CH:14]=2)[CH:5]=[CH:6][C:7]=1[NH2:8].I[C:18]1[CH:19]=[C:20]([CH3:24])[CH:21]=[CH:22][CH:23]=1.[CH3:25][C:26]([CH3:29])([O-])[CH3:27].[K+].[C:40](P([C:40]([CH3:43])([CH3:42])[CH3:41])[C:40]([CH3:43])([CH3:42])[CH3:41])([CH3:43])([CH3:42])[CH3:41], predict the reaction product. The product is: [CH3:15][C:13]1[CH:14]=[C:9]([C:4]2[CH:5]=[CH:6][C:7]([N:8]([C:11]3[CH:43]=[C:40]([CH3:41])[CH:42]=[CH:13][CH:12]=3)[C:6]3[CH:7]=[C:2]([CH3:1])[CH:3]=[CH:4][CH:5]=3)=[C:2]([CH3:1])[CH:3]=2)[CH:10]=[CH:11][C:12]=1[N:16]([C:10]1[CH:25]=[C:26]([CH3:29])[CH:27]=[CH:14][CH:9]=1)[C:18]1[CH:19]=[C:20]([CH3:24])[CH:21]=[CH:22][CH:23]=1.